This data is from Experimentally validated miRNA-target interactions with 360,000+ pairs, plus equal number of negative samples. The task is: Binary Classification. Given a miRNA mature sequence and a target amino acid sequence, predict their likelihood of interaction. (1) The miRNA is dme-miR-iab-8-5p with sequence UUACGUAUACUGAAGGUAUACCG. The protein sequence of the target gene is MGTAAAAAAAGEGARGPSPAAVSLGLGVAVVSSLVNGSTFVLQKKGIVRAKRRGTSYLTDIVWWAGTIAMAVGQIGNFLAYTAVPTVLVTPLGALGVPFGSILASYLLKEKLNILGKLGCLLSCAGSVVLIIHSPKSESVTTQAELEEKLTNPVFVGYLCIVLLMLLLLIFWIAPAHGPTNIMVYISICSLLGSFTVPSTKGIGLAAQDILHNNPSSQRALCLCLVLLAVLGCSIIVQFRYINKALECFDSSVFGAIYYVVFTTLVLLASAILFREWSNVGLVDFLGMACGFTTVSVGIV.... Result: 0 (no interaction). (2) The protein sequence of the target gene is MLDLNLDVDSTESTQNERDSITVKGVSLNQMDESVTSNSSVVNAEASSCIDGEDELCSTRTVKFQFEILKGGGEEEEEDDDERSAVMMTKEFFPVAKGMNFMDSSAQSSRSTVDISFQRGKQGGDFIGSGSGGGDASRVMQPPSQPVKKSRRGPRSKSSQYRGVTFYRRTGRWESHIWDCGKQVYLGGFDTAHAAARAYDRAAVKFRGLEADINFVIGDYEEDLKQMANLSKEEVVQVLRRQSSGFSRNNSRYQGVALQKIGGWGAQMEQLHGNMGCDKAAVQWKGREAASLIEPHASRM.... Result: 0 (no interaction). The miRNA is hsa-miR-6885-3p with sequence CUUUGCUUCCUGCUCCCCUAG. (3) The miRNA is hsa-let-7b-5p with sequence UGAGGUAGUAGGUUGUGUGGUU. The protein sequence of the target gene is MLVLPSPCPQPLAFSSVETMEGPPRRTCRSPEPGPSSSIGSPQASSPPRPNHYLLIDTQGVPYTVLVDEESQREPGASGAPGQKKCYSCPVCSRVFEYMSYLQRHSITHSEVKPFECDICGKAFKRASHLARHHSIHLAGGGRPHGCPLCPRRFRDAGELAQHSRVHSGERPFQCPHCPRRFMEQNTLQKHTRWKHP. Result: 1 (interaction). (4) The miRNA is hsa-miR-4446-5p with sequence AUUUCCCUGCCAUUCCCUUGGC. The protein sequence of the target gene is MCSTPGMPAPGASLALRVSFVDVHPDVIPVQLWGLVGERRGEYLRLSREIQEAAATRGQWALGSASASPGELCLVQVGLLWHRCRVVSRQAQESRVFLLDEGRTITAGAGSLAPGRREFFNLPSEVLGCVLAGLVPAGCGAGSGEPPQHWPADAVDFLSNLQGKEVHGCVLDVLLLHRLVLLEVPDVFQQMRELGLARRVPDSLFRSLLERYLTAATASVGSGVPVLSRVPLKQKQPGLDYFYPQLQLGVTEAVVITQVCHPHRIHCQLRSVSQEIHRLSESMAQVYRGSTGTGDENSTS.... Result: 0 (no interaction). (5) Result: 1 (interaction). The protein sequence of the target gene is MKPPSSIQTSEFDSSDEEPIEDEQTPIHISWLSLSRVNCSQFLGLCALPGCKFKDVRRNVQKDTEELKSCGIQDIFVFCTRGELSKYRVPNLLDLYQQCGIITHHHPIADGGTPDIASCCEIMEELTTCLKNYRKTLIHCYGGLGRSCLVAACLLLYLSDTISPEQAIDSLRDLRGSGAIQTIKQYNYLHEFRDKLAAHLSSRDSQSRSVSR. The miRNA is hsa-miR-331-3p with sequence GCCCCUGGGCCUAUCCUAGAA. (6) The miRNA is mmu-miR-376a-3p with sequence AUCGUAGAGGAAAAUCCACGU. The protein sequence of the target gene is MSLFLRKRCLCLGFLLFHLLSQVSASLRCPSRCPPKCPSISPTCAPGVRSVLDGCSCCPVCARQRGESCSEMRPCDQSSGLYCDRSADPNNQTGICMVPEGDNCVFDGVIYRNGEKFEPNCQYFCTCRDGQIGCLPRCQLDVLLPGPDCPAPRKVAVPGECCEKWTCGSDEQGTQGTLGGLALPAYRPEATVGVEVSDSSINCIEQTTEWSACSKSCGMGVSTRVTNRNRQCEMVKQTRLCIVRPCEQEPEEVTDKKGKKCLRTKKSLKAIHLQFENCTSLYTYKPRFCGVCSDGRCCTP.... Result: 0 (no interaction). (7) The miRNA is mmu-miR-340-5p with sequence UUAUAAAGCAAUGAGACUGAUU. The protein sequence of the target gene is MSSEVIRGTAEMVLAELYVSDREGNDATGDGTKEKPFKTGLKALMTVGKEPFPTIYVDSQKENERWDVISKSQMKNIKKMWHREQMKNDSREKKEAEDNLRREKNLEEAKKIIIKNDPSLPEPACVKISALEGYRGQRVKVFGWVHRLRRQGKNLMFLVLRDGTGYLQCVLSDDLCQCYNGVVLSTESSVAVYGTLNLTPKGKQAPGGHELSCDFWELVGLAPAGGADNLINEESDVDVQLNNRHMMIRGENMSKILKARSMITRCFRDHFFDRGYCEVTTPTLVQTQVEGGATLFKLDY.... Result: 1 (interaction). (8) The miRNA is hsa-miR-4264 with sequence ACUCAGUCAUGGUCAUU. The protein sequence of the target gene is MAASAPPPPDKLEGGGGPAPPPAPPSTGRKQGKAGLQMKSPEKKRRKSNTQGPAYSHLTEFAPPPTPMVDHLVASNPFEDDFGAPKVGVAAPPFLGSPVPFGGFRVQGGMAGQVPPGYSTGGGGGPQPLRRQPPPFPPNPMGPAFNMPPQGPGYPPPGNMNFPSQPFNQPLGQNFSPPSGQMMPGPVGGFGPMISPTMGQPPRAELGPPSLSQRFAQPGAPFGPSPLQRPGQGLPSLPPNTSPFPGPDPGFPGPGGEDGGKPLNPPASTAFPQEPHSGSPAAAVNGNQPSFPPNSSGRGG.... Result: 0 (no interaction). (9) The miRNA is hsa-miR-519b-5p with sequence CUCUAGAGGGAAGCGCUUUCUG. The protein sequence of the target gene is MEMKKKINMELKNRAPEEVTELVLDNCLCVNGEIEGLNDTFKELEFLSMANVELSSLARLPSLNKLRKLELSDNIISGGLEVLAEKCPNLTYLNLSGNKIKDLSTVEALQNLKNLKSLDLFNCEITNLEDYRESIFELLQQITYLDGFDQEDNEAPDSEEEDDDDEDGDEDEEDEDEDEAGPPEGYEEEEDDDEDEAGSEVGEGEEEVGLSYLMKDEIQDEEDDDDYVDEGEEEEEEEEEGLRGEKRKRDAEDDGEEDDD. Result: 0 (no interaction). (10) The miRNA is mmu-miR-3097-3p with sequence CUCAGACCUUUCUACCUGUCAG. The protein sequence of the target gene is MPNFCAAPNCTRKSTQSDLAFFRFPRDPARCQKWVENCRRADLEDKTPDQLNKHYRLCAKHFETSMICRTSPYRTVLRDNAIPTIFDLTSHLNNPHSRHRKRIKELSEDEIRTLKQKKIEETSEQEQETNTNAQNPSAEAVNQQDANVLPLTLEEKENKEYLKSLFEILVLMGKQNIPLDGHEADEVPEGLFAPDNFQALLECRINSGEEVLRKRFEATAVNTLFCSKTQQRHMLEICESCIREETLREVRDSHFFSIITDDVVDIAGEEHLPVLVRFVDDAHNLREEFVGFLPYEADAE.... Result: 1 (interaction).